The task is: Predict the reactants needed to synthesize the given product.. This data is from Full USPTO retrosynthesis dataset with 1.9M reactions from patents (1976-2016). (1) Given the product [F:1][C:2]1[CH:7]=[C:6]([I:8])[CH:5]=[CH:4][C:3]=1[NH:9][C:10](=[O:37])[C@@H:11]([N:20]1[C:24](=[O:25])[C@H:23]([C:26]2[CH:27]=[CH:28][C:29]([O:32][CH2:33][CH2:34][OH:35])=[CH:30][CH:31]=2)[NH:22][C:21]1=[O:36])[C@H:12]([C:14]1[CH:19]=[CH:18][CH:17]=[CH:16][CH:15]=1)[CH3:13], predict the reactants needed to synthesize it. The reactants are: [F:1][C:2]1[CH:7]=[C:6]([I:8])[CH:5]=[CH:4][C:3]=1[NH:9][C:10](=[O:37])[C@@H:11]([N:20]1[C:24](=[O:25])[C@@H:23]([C:26]2[CH:31]=[CH:30][C:29]([O:32][CH2:33][CH2:34][OH:35])=[CH:28][CH:27]=2)[NH:22][C:21]1=[O:36])[C@H:12]([C:14]1[CH:19]=[CH:18][CH:17]=[CH:16][CH:15]=1)[CH3:13]. (2) Given the product [CH3:25][N:23]([CH3:24])[S:20]([C:16]1[CH:17]=[CH:18][CH:19]=[C:14]([N:9]2[CH:10]=[CH:11][C:12](=[O:13])[C:7]([C:5]3[N:37]([C:30]4[C:31]5[C:36](=[CH:35][CH:34]=[CH:33][CH:32]=5)[N:27]=[CH:28][CH:29]=4)[N:38]=[CH:3][CH:4]=3)=[N:8]2)[CH:15]=1)(=[O:22])=[O:21], predict the reactants needed to synthesize it. The reactants are: CN(C)/[CH:3]=[CH:4]/[C:5]([C:7]1[C:12](=[O:13])[CH:11]=[CH:10][N:9]([C:14]2[CH:15]=[C:16]([S:20]([N:23]([CH3:25])[CH3:24])(=[O:22])=[O:21])[CH:17]=[CH:18][CH:19]=2)[N:8]=1)=O.[N:27]1[C:36]2[C:31](=[CH:32][CH:33]=[CH:34][CH:35]=2)[C:30]([NH:37][NH2:38])=[CH:29][CH:28]=1. (3) Given the product [Cl:1][C:2]1[CH:10]=[CH:9][C:5]([C:6]([N:49]2[CH2:48][CH2:47][C:46]([CH2:45][CH2:44][N:43]3[C@H:41]4[CH2:40][CH2:39][C@@H:38]3[CH2:37][CH:36]([N:35]3[C:34]5[CH:58]=[CH:59][CH:60]=[CH:61][C:33]=5[N:32]=[C:31]3[CH3:30])[CH2:42]4)([C:52]3[CH:57]=[CH:56][CH:55]=[CH:54][CH:53]=3)[CH2:51][CH2:50]2)=[O:8])=[CH:4][C:3]=1[S:11]([NH:18][CH2:15][CH2:16][CH3:17])(=[O:13])=[O:12], predict the reactants needed to synthesize it. The reactants are: [Cl:1][C:2]1[CH:10]=[CH:9][C:5]([C:6]([OH:8])=O)=[CH:4][C:3]=1[S:11](Cl)(=[O:13])=[O:12].[CH2:15]([NH2:18])[CH2:16][CH3:17].C(N(CC)C(C)C)(C)C.Cl.Cl.[CH3:30][C:31]1[N:35]([CH:36]2[CH2:42][C@H:41]3[N:43]([CH2:44][CH2:45][C:46]4([C:52]5[CH:57]=[CH:56][CH:55]=[CH:54][CH:53]=5)[CH2:51][CH2:50][NH:49][CH2:48][CH2:47]4)[C@H:38]([CH2:39][CH2:40]3)[CH2:37]2)[C:34]2[CH:58]=[CH:59][CH:60]=[CH:61][C:33]=2[N:32]=1.CN(C(ON1N=NC2C=CC=NC1=2)=[N+](C)C)C.F[P-](F)(F)(F)(F)F. (4) Given the product [Cl:33][C:32]1[C:27]([NH:26][C:17]2[C:16]3[C:21](=[CH:22][C:23]([O:46][CH2:47][C:48]([F:51])([F:50])[F:49])=[CH:24][C:15]=3[O:14][CH:11]3[CH2:10][CH2:9][NH:8][CH2:13][CH2:12]3)[N:20]=[CH:19][N:18]=2)=[C:28]2[O:36][CH2:35][O:34][C:29]2=[CH:30][CH:31]=1, predict the reactants needed to synthesize it. The reactants are: C(OC([N:8]1[CH2:13][CH2:12][CH:11]([O:14][C:15]2[CH:24]=[C:23](O)[CH:22]=[C:21]3[C:16]=2[C:17]([NH:26][C:27]2[C:32]([Cl:33])=[CH:31][CH:30]=[C:29]4[O:34][CH2:35][O:36][C:28]=24)=[N:18][CH:19]=[N:20]3)[CH2:10][CH2:9]1)=O)(C)(C)C.C1(C)C=CC(S([O:46][CH2:47][C:48]([F:51])([F:50])[F:49])(=O)=O)=CC=1.C(=O)([O-])[O-].[K+].[K+]. (5) Given the product [F:33][C:30]1[CH:31]=[CH:32][C:27]([CH2:26][C:25]([NH:24][CH2:23][CH:22]([C:11]2[C:12]3[O:17][C:16]([CH3:19])([CH3:18])[C:15](=[O:20])[NH:14][C:13]=3[CH:21]=[C:9]([OH:8])[CH:10]=2)[OH:36])([CH3:35])[CH3:34])=[CH:28][CH:29]=1, predict the reactants needed to synthesize it. The reactants are: C([O:8][C:9]1[CH:10]=[C:11]([CH:22]([OH:36])[CH2:23][NH:24][C:25]([CH3:35])([CH3:34])[CH2:26][C:27]2[CH:32]=[CH:31][C:30]([F:33])=[CH:29][CH:28]=2)[C:12]2[O:17][C:16]([CH3:19])([CH3:18])[C:15](=[O:20])[NH:14][C:13]=2[CH:21]=1)C1C=CC=CC=1.